Dataset: NCI-60 drug combinations with 297,098 pairs across 59 cell lines. Task: Regression. Given two drug SMILES strings and cell line genomic features, predict the synergy score measuring deviation from expected non-interaction effect. (1) Drug 1: C1=NC2=C(N=C(N=C2N1C3C(C(C(O3)CO)O)F)Cl)N. Drug 2: CC1C(C(CC(O1)OC2CC(CC3=C2C(=C4C(=C3O)C(=O)C5=CC=CC=C5C4=O)O)(C(=O)C)O)N)O. Cell line: SK-MEL-2. Synergy scores: CSS=34.6, Synergy_ZIP=-2.73, Synergy_Bliss=-2.19, Synergy_Loewe=-6.55, Synergy_HSA=-4.38. (2) Drug 1: CCCS(=O)(=O)NC1=C(C(=C(C=C1)F)C(=O)C2=CNC3=C2C=C(C=N3)C4=CC=C(C=C4)Cl)F. Drug 2: C1=NNC2=C1C(=O)NC=N2. Cell line: ACHN. Synergy scores: CSS=18.3, Synergy_ZIP=-4.32, Synergy_Bliss=0.811, Synergy_Loewe=1.63, Synergy_HSA=1.50. (3) Drug 1: CC1=C(N=C(N=C1N)C(CC(=O)N)NCC(C(=O)N)N)C(=O)NC(C(C2=CN=CN2)OC3C(C(C(C(O3)CO)O)O)OC4C(C(C(C(O4)CO)O)OC(=O)N)O)C(=O)NC(C)C(C(C)C(=O)NC(C(C)O)C(=O)NCCC5=NC(=CS5)C6=NC(=CS6)C(=O)NCCC[S+](C)C)O. Drug 2: CC(C)(C#N)C1=CC(=CC(=C1)CN2C=NC=N2)C(C)(C)C#N. Cell line: SK-OV-3. Synergy scores: CSS=14.0, Synergy_ZIP=-1.32, Synergy_Bliss=4.55, Synergy_Loewe=4.00, Synergy_HSA=3.92. (4) Drug 1: CN(CC1=CN=C2C(=N1)C(=NC(=N2)N)N)C3=CC=C(C=C3)C(=O)NC(CCC(=O)O)C(=O)O. Drug 2: CN(C(=O)NC(C=O)C(C(C(CO)O)O)O)N=O. Cell line: SN12C. Synergy scores: CSS=7.36, Synergy_ZIP=-4.63, Synergy_Bliss=2.40, Synergy_Loewe=-17.3, Synergy_HSA=-3.27. (5) Drug 1: COC1=C(C=C2C(=C1)N=CN=C2NC3=CC(=C(C=C3)F)Cl)OCCCN4CCOCC4. Drug 2: C1=NC(=NC(=O)N1C2C(C(C(O2)CO)O)O)N. Cell line: OVCAR-8. Synergy scores: CSS=30.7, Synergy_ZIP=-0.625, Synergy_Bliss=4.95, Synergy_Loewe=6.39, Synergy_HSA=6.64. (6) Drug 1: CC1C(C(CC(O1)OC2CC(CC3=C2C(=C4C(=C3O)C(=O)C5=C(C4=O)C(=CC=C5)OC)O)(C(=O)CO)O)N)O.Cl. Drug 2: C1=NC2=C(N1)C(=S)N=CN2. Cell line: NCI/ADR-RES. Synergy scores: CSS=21.7, Synergy_ZIP=2.49, Synergy_Bliss=2.49, Synergy_Loewe=-9.13, Synergy_HSA=0.139.